Dataset: Full USPTO retrosynthesis dataset with 1.9M reactions from patents (1976-2016). Task: Predict the reactants needed to synthesize the given product. (1) Given the product [C:1]([O:5][C:6]1[CH:14]=[CH:13][C:9]([C:10]([O:12][CH3:15])=[O:11])=[CH:8][N:7]=1)([CH3:4])([CH3:2])[CH3:3], predict the reactants needed to synthesize it. The reactants are: [C:1]([O:5][C:6]1[CH:14]=[CH:13][C:9]([C:10]([OH:12])=[O:11])=[CH:8][N:7]=1)([CH3:4])([CH3:3])[CH3:2].[CH3:15]C(C)=O.C(=O)([O-])[O-].[K+].[K+].CI. (2) Given the product [Cl:8][C:6]1[CH:7]=[C:2]([C:19]2[CH:20]=[CH:21][C:16]([F:15])=[CH:17][CH:18]=2)[N:3]=[C:4]([N:9]2[CH2:13][CH2:12][CH2:11][CH:10]2[CH3:14])[N:5]=1, predict the reactants needed to synthesize it. The reactants are: Cl[C:2]1[CH:7]=[C:6]([Cl:8])[N:5]=[C:4]([N:9]2[CH2:13][CH2:12][CH2:11][CH:10]2[CH3:14])[N:3]=1.[F:15][C:16]1[CH:21]=[CH:20][C:19](B(O)O)=[CH:18][CH:17]=1.P([O-])([O-])([O-])=O.[K+].[K+].[K+].